Dataset: Catalyst prediction with 721,799 reactions and 888 catalyst types from USPTO. Task: Predict which catalyst facilitates the given reaction. (1) Reactant: [C:1]([O:5][C:6]([NH:8][C@@H:9]([CH2:13][C:14]1[CH:19]=[CH:18][CH:17]=[CH:16][C:15]=1[N+:20]([O-])=O)[C:10](O)=[O:11])=[O:7])([CH3:4])([CH3:3])[CH3:2]. Product: [C:1]([O:5][C:6](=[O:7])[NH:8][C@H:9]1[CH2:13][C:14]2[C:15](=[CH:16][CH:17]=[CH:18][CH:19]=2)[NH:20][C:10]1=[O:11])([CH3:4])([CH3:3])[CH3:2]. The catalyst class is: 19. (2) Product: [OH:8][C:7]1[C:6]2[C:2](=[N:3][N:4]([CH3:10])[CH:5]=2)[N:1]=[C:16]([C:11]([O:12][CH2:13][CH3:14])=[O:15])[N:9]=1. Reactant: [NH2:1][C:2]1[C:6]([C:7]([NH2:9])=[O:8])=[CH:5][N:4]([CH3:10])[N:3]=1.[C:11]([C:16]#N)(=[O:15])[O:12][CH2:13][CH3:14].Cl.CO. The catalyst class is: 52. (3) Reactant: [Cl:1][C:2]1[CH:3]=[C:4]([S:9](Cl)(=[O:11])=[O:10])[CH:5]=[CH:6][C:7]=1[Cl:8].[NH2:13][C:14]1[CH:15]=[C:16]([CH:26]=[CH:27][C:28]=1[O:29][CH3:30])[C:17]([NH:19][C:20]1[CH:25]=[CH:24][CH:23]=[CH:22][CH:21]=1)=[O:18]. Product: [Cl:1][C:2]1[CH:3]=[C:4]([S:9]([NH:13][C:14]2[CH:15]=[C:16]([CH:26]=[CH:27][C:28]=2[O:29][CH3:30])[C:17]([NH:19][C:20]2[CH:25]=[CH:24][CH:23]=[CH:22][CH:21]=2)=[O:18])(=[O:11])=[O:10])[CH:5]=[CH:6][C:7]=1[Cl:8]. The catalyst class is: 17. (4) Reactant: C([NH:4][C@@H:5]1[C:11](=[O:12])[O:10][C:8](=[O:9])[CH:7]([CH2:13][C:14]2[CH:19]=[CH:18][CH:17]=[CH:16][CH:15]=2)[CH2:6]1)(O)=O.CN(C)CCCN.C([NH:30][C@H:31]([C:47]([O:49]C(=O)[C@H](CCCCNC(OCC1C=CC=CC=1)=O)NC(O)=O)=[O:48])[CH2:32][CH2:33][CH2:34][CH2:35][NH:36][C:37]([O:39][CH2:40][C:41]1[CH:46]=[CH:45][CH:44]=[CH:43][CH:42]=1)=[O:38])(O)=[O:28]. Product: [CH2:13]([CH:7]([C:8]([OH:9])=[O:28])[CH2:6][C@@H:5]([C:11]([OH:10])=[O:12])[NH2:4])[C:14]1[CH:15]=[CH:16][CH:17]=[CH:18][CH:19]=1.[CH2:40]([O:39][C:37]([NH:36][CH2:35][CH2:34][CH2:33][CH2:32][C@@H:31]([C:47]([OH:49])=[O:48])[NH2:30])=[O:38])[C:41]1[CH:42]=[CH:43][CH:44]=[CH:45][CH:46]=1. The catalyst class is: 26. (5) Reactant: [F:1][C:2]1[CH:7]=[CH:6][C:5]([C:8]2[CH:27]=[CH:26][C:11]3[N:12]=[C:13]([C:18]4[CH:19]=[C:20]([CH:23]=[CH:24][CH:25]=4)[C:21]#[N:22])[CH2:14][C:15](=[O:17])[NH:16][C:10]=3[CH:9]=2)=[CH:4][CH:3]=1.[NH2:28][OH:29]. Product: [F:1][C:2]1[CH:3]=[CH:4][C:5]([C:8]2[CH:27]=[CH:26][C:11]3[N:12]=[C:13]([C:18]4[CH:19]=[C:20]([CH:23]=[CH:24][CH:25]=4)[C:21]([NH:28][OH:29])=[NH:22])[CH2:14][C:15](=[O:17])[NH:16][C:10]=3[CH:9]=2)=[CH:6][CH:7]=1. The catalyst class is: 88.